This data is from Reaction yield outcomes from USPTO patents with 853,638 reactions. The task is: Predict the reaction yield, written as a fraction of the theoretical maximum amount of product (1.0 means a 100% yield; for example, 0.34 means a 34% yield). (1) The reactants are [C:1]([O:5][C:6]([N:8]1[C:12]([C:13]2[CH:18]=[CH:17][CH:16]=[CH:15][C:14]=2[I:19])=[CH:11][N:10]=[C:9]1[NH2:20])=[O:7])([CH3:4])([CH3:3])[CH3:2].[C:21](O[C:21]([O:23][C:24]([CH3:27])([CH3:26])[CH3:25])=[O:22])([O:23][C:24]([CH3:27])([CH3:26])[CH3:25])=[O:22].C[Si]([N-][Si](C)(C)C)(C)C.[Na+]. The catalyst is C1COCC1. The product is [C:1]([O:5][C:6]([N:8]1[C:12]([C:13]2[CH:18]=[CH:17][CH:16]=[CH:15][C:14]=2[I:19])=[CH:11][N:10]=[C:9]1[NH:20][C:21]([O:23][C:24]([CH3:27])([CH3:26])[CH3:25])=[O:22])=[O:7])([CH3:4])([CH3:2])[CH3:3]. The yield is 0.750. (2) The reactants are [SH:1][C:2]1[NH:3][C:4]2[C:9]([CH:10]=1)=[CH:8][CH:7]=[CH:6][CH:5]=2.Cl[N:12]1[CH:17]=[CH:16][CH:15]=[C:14]([O:18][CH3:19])[NH:13]1.C(=O)([O-])[O-].[K+].[K+]. The catalyst is CC(C)=O. The product is [CH3:19][O:18][C:14]1[N:13]=[N:12][C:17]([S:1][C:2]2[NH:3][C:4]3[C:9]([CH:10]=2)=[CH:8][CH:7]=[CH:6][CH:5]=3)=[CH:16][CH:15]=1. The yield is 0.310.